Predict the product of the given reaction. From a dataset of Forward reaction prediction with 1.9M reactions from USPTO patents (1976-2016). (1) Given the reactants Cl.C(N(CC)CCS)C.CC([O-])(C)C.[Na+].[C:16]([C:20]1[C:21]([O:44]CC)=[C:22]([C:26]2[NH:27][C:28]([C:31]3[CH:36]=[CH:35][CH:34]=[C:33]([C:37]([CH3:40])([CH3:39])[CH3:38])[C:32]=3[O:41]CC)=[CH:29][CH:30]=2)[CH:23]=[CH:24][CH:25]=1)([CH3:19])([CH3:18])[CH3:17].Cl, predict the reaction product. The product is: [NH:27]1[C:28]([C:31]2[C:32]([OH:41])=[C:33]([C:37]([CH3:40])([CH3:39])[CH3:38])[CH:34]=[CH:35][CH:36]=2)=[CH:29][CH:30]=[C:26]1[C:22]1[C:21]([OH:44])=[C:20]([C:16]([CH3:19])([CH3:18])[CH3:17])[CH:25]=[CH:24][CH:23]=1. (2) Given the reactants F[C:2]1[CH:3]=[CH:4][C:5]([CH3:10])=[C:6]([CH:9]=1)[C:7]#[N:8].[CH3:11][S-:12].[Na+], predict the reaction product. The product is: [CH3:10][C:5]1[CH:4]=[CH:3][C:2]([S:12][CH3:11])=[CH:9][C:6]=1[C:7]#[N:8].